Task: Predict the product of the given reaction.. Dataset: Forward reaction prediction with 1.9M reactions from USPTO patents (1976-2016) (1) Given the reactants C(N(CC)CC)C.Cl[C:9](=[O:14])[C:10]([O:12][CH3:13])=[O:11].[Cl:15][C:16]1[CH:22]=[CH:21][C:19]([NH2:20])=[CH:18][CH:17]=1.Cl, predict the reaction product. The product is: [Cl:15][C:16]1[CH:22]=[CH:21][C:19]([NH:20][C:9](=[O:14])[C:10]([O:12][CH3:13])=[O:11])=[CH:18][CH:17]=1. (2) Given the reactants Cl[C:2]1[CH:11]=[CH:10][N:9]=[C:8]2[C:3]=1[C:4]1[CH:16]=[CH:15][CH:14]=[CH:13][C:5]=1[C:6](=[O:12])[NH:7]2.[Cl:17][C:18]1[CH:19]=[C:20]([CH:22]=[CH:23][CH:24]=1)[NH2:21], predict the reaction product. The product is: [Cl:17][C:18]1[CH:19]=[C:20]([NH:21][C:2]2[CH:11]=[CH:10][N:9]=[C:8]3[C:3]=2[C:4]2[CH:16]=[CH:15][CH:14]=[CH:13][C:5]=2[C:6](=[O:12])[NH:7]3)[CH:22]=[CH:23][CH:24]=1. (3) Given the reactants [CH3:1][O:2][C:3]([C:5]1[S:6][C:7]([C:23]#[C:24][C:25]([CH3:28])([CH3:27])[CH3:26])=[CH:8][C:9]=1[NH:10][C@@H:11]([CH3:22])[CH2:12][CH2:13][O:14][Si](C(C)(C)C)(C)C)=[O:4].CCCC[N+](CCCC)(CCCC)CCCC.[F-], predict the reaction product. The product is: [CH3:1][O:2][C:3]([C:5]1[S:6][C:7]([C:23]#[C:24][C:25]([CH3:26])([CH3:28])[CH3:27])=[CH:8][C:9]=1[NH:10][C@@H:11]([CH3:22])[CH2:12][CH2:13][OH:14])=[O:4]. (4) Given the reactants [NH2:1][C:2]1[C:7]2[N:8]([CH2:20][C:21]([F:25])([F:24])[CH2:22][OH:23])[C:9]([NH:11][C:12]3[CH:17]=[CH:16][C:15]([Cl:18])=[CH:14][C:13]=3[Cl:19])=[N:10][C:6]=2[CH:5]=[CH:4][CH:3]=1.[CH:26](=O)[CH3:27].[C:29](O[BH-](OC(=O)C)OC(=O)C)(=O)[CH3:30].[Na+], predict the reaction product. The product is: [Cl:19][C:13]1[CH:14]=[C:15]([Cl:18])[CH:16]=[CH:17][C:12]=1[NH:11][C:9]1[N:8]([CH2:20][C:21]([F:24])([F:25])[CH2:22][OH:23])[C:7]2[C:2]([N:1]([CH2:26][CH3:27])[CH2:29][CH3:30])=[CH:3][CH:4]=[CH:5][C:6]=2[N:10]=1. (5) Given the reactants [Cl:1][C:2]1[CH:26]=[CH:25][C:5]([CH2:6][N:7]([C:13]2[C:18]([C:19]([F:22])([F:21])[F:20])=[CH:17][C:16]([NH2:23])=[CH:15][C:14]=2[NH2:24])[C:8](=O)[O:9]CC)=[CH:4][CH:3]=1.[H-].[Na+].C(=O)(O)[O-].[Na+], predict the reaction product. The product is: [NH2:23][C:16]1[CH:17]=[C:18]([C:19]([F:22])([F:20])[F:21])[C:13]2[N:7]([CH2:6][C:5]3[CH:25]=[CH:26][C:2]([Cl:1])=[CH:3][CH:4]=3)[C:8](=[O:9])[NH:24][C:14]=2[CH:15]=1. (6) Given the reactants C([O:8][CH2:9][CH2:10][C:11]1[N:12]=[C:13]([C:16]2[CH:17]=[C:18]([CH:23]=[CH:24][CH:25]=2)[C:19]([O:21]C)=O)[O:14][CH:15]=1)C1C=CC=CC=1.C1CCCCC=1.[OH-].[Li+].C(N(C(C)C)CC)(C)C.CN(C(ON1N=NC2C=CC=NC1=2)=[N+](C)C)C.F[P-](F)(F)(F)(F)F.Cl.Cl.[NH2:69][C@@H:70]([CH2:84][C:85]1[CH:90]=[C:89]([F:91])[CH:88]=[C:87]([F:92])[CH:86]=1)[C@H:71]([OH:83])[CH2:72][NH:73][CH2:74][C:75]1[CH:80]=[CH:79][CH:78]=[C:77]([CH2:81][CH3:82])[CH:76]=1, predict the reaction product. The product is: [F:91][C:89]1[CH:90]=[C:85]([CH:86]=[C:87]([F:92])[CH:88]=1)[CH2:84][C@H:70]([NH:69][C:19](=[O:21])[C:18]1[CH:23]=[CH:24][CH:25]=[C:16]([C:13]2[O:14][CH:15]=[C:11]([CH2:10][CH2:9][OH:8])[N:12]=2)[CH:17]=1)[C@H:71]([OH:83])[CH2:72][NH:73][CH2:74][C:75]1[CH:80]=[CH:79][CH:78]=[C:77]([CH2:81][CH3:82])[CH:76]=1. (7) Given the reactants [CH2:1]([N:8]1[CH2:13][CH2:12][N:11]([CH2:14][CH:15]([OH:30])[CH2:16][N:17]2[C:29]3[CH:28]=[CH:27][CH:26]=[CH:25][C:24]=3[C:23]3[C:18]2=[CH:19][CH:20]=[CH:21][CH:22]=3)[CH2:10][CH2:9]1)[C:2]1[CH:7]=[CH:6][CH:5]=[CH:4][CH:3]=1.[H-].[Na+].CI.[CH2:35](Cl)Cl.CO, predict the reaction product. The product is: [CH2:1]([N:8]1[CH2:13][CH2:12][N:11]([CH2:14][CH:15]([O:30][CH3:35])[CH2:16][N:17]2[C:18]3[CH:19]=[CH:20][CH:21]=[CH:22][C:23]=3[C:24]3[C:29]2=[CH:28][CH:27]=[CH:26][CH:25]=3)[CH2:10][CH2:9]1)[C:2]1[CH:3]=[CH:4][CH:5]=[CH:6][CH:7]=1.